Binary Classification. Given a drug SMILES string, predict its activity (active/inactive) in a high-throughput screening assay against a specified biological target. From a dataset of Cav3 T-type calcium channel HTS with 100,875 compounds. (1) The result is 0 (inactive). The molecule is S(=O)(=O)(N1CCN(CC1)C(=O)c1occc1)c1ccc(CC(C)C)cc1. (2) The drug is Fc1ccc(Cn2c(=O)c3c(n(nc3)c3ccc(F)cc3)nc2)cc1. The result is 0 (inactive). (3) The molecule is N1(CCN(CC1)Cc1ccccc1)C(c1ccc(cc1)C)c1n(nnn1)Cc1ccccc1. The result is 0 (inactive). (4) The molecule is O=C(Nc1c(N2CCCC2)cccc1)c1c(OC)cccc1OC. The result is 0 (inactive). (5) The molecule is O(C(=O)CN1c2n3ncc(c3nc(c2CC1)C)c1cc(OC)c(OC)cc1)CC. The result is 0 (inactive).